From a dataset of Full USPTO retrosynthesis dataset with 1.9M reactions from patents (1976-2016). Predict the reactants needed to synthesize the given product. (1) The reactants are: [C:1]([C:4]1[CH:9]=[CH:8][C:7]([B:10]([OH:12])[OH:11])=[CH:6][CH:5]=1)([OH:3])=O.CN(C(ON1N=N[C:23]2[CH:24]=CC=N[C:22]1=2)=[N+](C)C)C.F[P-](F)(F)(F)(F)F.C(N([CH2:42][CH3:43])CC)C.[CH:44]([N:47]1[CH2:52][CH2:51][NH:50][CH2:49][CH2:48]1)([CH3:46])[CH3:45].[CH3:53]COC(C)=O. Given the product [CH:44]([N:47]1[CH2:52][CH2:51][N:50]([C:1]([C:4]2[CH:9]=[CH:8][C:7]([B:10]3[O:12][C:23]([CH3:24])([CH3:22])[C:42]([CH3:43])([CH3:53])[O:11]3)=[CH:6][CH:5]=2)=[O:3])[CH2:49][CH2:48]1)([CH3:46])[CH3:45], predict the reactants needed to synthesize it. (2) Given the product [OH:1][B:2]1[C:6]2[CH:7]=[CH:8][C:9]([CH:11]=[N:15][OH:16])=[CH:10][C:5]=2[C:4]([CH3:14])([CH3:13])[O:3]1, predict the reactants needed to synthesize it. The reactants are: [OH:1][B:2]1[C:6]2[CH:7]=[CH:8][C:9]([CH:11]=O)=[CH:10][C:5]=2[C:4]([CH3:14])([CH3:13])[O:3]1.[NH2:15][OH:16].Cl.CC([O-])=O.[Na+]. (3) Given the product [CH:1]([N:14]1[CH2:17][CH:16]([O:18][CH:23]([C:24]2[CH:25]=[CH:26][C:27]([S:30][CH3:31])=[CH:28][CH:29]=2)[C:22]2[CH:33]=[CH:34][CH:35]=[CH:36][C:21]=2[C:20]([F:38])([F:37])[F:19])[CH2:15]1)([C:8]1[CH:13]=[CH:12][CH:11]=[CH:10][CH:9]=1)[C:2]1[CH:3]=[CH:4][CH:5]=[CH:6][CH:7]=1, predict the reactants needed to synthesize it. The reactants are: [CH:1]([N:14]1[CH2:17][CH:16]([OH:18])[CH2:15]1)([C:8]1[CH:13]=[CH:12][CH:11]=[CH:10][CH:9]=1)[C:2]1[CH:7]=[CH:6][CH:5]=[CH:4][CH:3]=1.[F:19][C:20]([F:38])([F:37])[C:21]1[CH:36]=[CH:35][CH:34]=[CH:33][C:22]=1[CH:23](O)[C:24]1[CH:29]=[CH:28][C:27]([S:30][CH3:31])=[CH:26][CH:25]=1.C(N1CC(OC(C2C=CC(Cl)=CC=2)C2C=CC(Cl)=CC=2Cl)C1)(C1C=CC=CC=1)C1C=CC=CC=1.